This data is from Peptide-MHC class I binding affinity with 185,985 pairs from IEDB/IMGT. The task is: Regression. Given a peptide amino acid sequence and an MHC pseudo amino acid sequence, predict their binding affinity value. This is MHC class I binding data. (1) The peptide sequence is QLIPCMDVVL. The MHC is HLA-A11:01 with pseudo-sequence HLA-A11:01. The binding affinity (normalized) is 0. (2) The peptide sequence is LVFSNVLCFR. The MHC is HLA-A68:01 with pseudo-sequence HLA-A68:01. The binding affinity (normalized) is 0.811. (3) The peptide sequence is VLQQIFHSS. The MHC is HLA-B27:03 with pseudo-sequence HLA-B27:03. The binding affinity (normalized) is 0.0847. (4) The peptide sequence is IYQARFMKY. The MHC is HLA-A02:12 with pseudo-sequence HLA-A02:12. The binding affinity (normalized) is 0.0847. (5) The peptide sequence is TSCAPMMQK. The MHC is HLA-A02:01 with pseudo-sequence HLA-A02:01. The binding affinity (normalized) is 0.0847. (6) The peptide sequence is TKEYKNVEI. The MHC is Mamu-B03 with pseudo-sequence Mamu-B03. The binding affinity (normalized) is 0.